Dataset: NCI-60 drug combinations with 297,098 pairs across 59 cell lines. Task: Regression. Given two drug SMILES strings and cell line genomic features, predict the synergy score measuring deviation from expected non-interaction effect. (1) Drug 1: CC1=C(C(CCC1)(C)C)C=CC(=CC=CC(=CC(=O)O)C)C. Drug 2: B(C(CC(C)C)NC(=O)C(CC1=CC=CC=C1)NC(=O)C2=NC=CN=C2)(O)O. Cell line: MOLT-4. Synergy scores: CSS=82.5, Synergy_ZIP=1.30, Synergy_Bliss=2.03, Synergy_Loewe=-32.6, Synergy_HSA=0.769. (2) Drug 1: C1=NC(=NC(=O)N1C2C(C(C(O2)CO)O)O)N. Drug 2: CC(C)CN1C=NC2=C1C3=CC=CC=C3N=C2N. Cell line: EKVX. Synergy scores: CSS=2.60, Synergy_ZIP=-3.43, Synergy_Bliss=-1.64, Synergy_Loewe=-1.30, Synergy_HSA=-1.04. (3) Drug 1: CC1=CC=C(C=C1)C2=CC(=NN2C3=CC=C(C=C3)S(=O)(=O)N)C(F)(F)F. Drug 2: CC1=C(N=C(N=C1N)C(CC(=O)N)NCC(C(=O)N)N)C(=O)NC(C(C2=CN=CN2)OC3C(C(C(C(O3)CO)O)O)OC4C(C(C(C(O4)CO)O)OC(=O)N)O)C(=O)NC(C)C(C(C)C(=O)NC(C(C)O)C(=O)NCCC5=NC(=CS5)C6=NC(=CS6)C(=O)NCCC[S+](C)C)O. Cell line: MOLT-4. Synergy scores: CSS=14.4, Synergy_ZIP=0.0437, Synergy_Bliss=4.72, Synergy_Loewe=-23.6, Synergy_HSA=2.64. (4) Drug 1: CC(C1=C(C=CC(=C1Cl)F)Cl)OC2=C(N=CC(=C2)C3=CN(N=C3)C4CCNCC4)N. Drug 2: CC1=C(C=C(C=C1)NC2=NC=CC(=N2)N(C)C3=CC4=NN(C(=C4C=C3)C)C)S(=O)(=O)N.Cl. Cell line: HL-60(TB). Synergy scores: CSS=6.13, Synergy_ZIP=11.5, Synergy_Bliss=3.64, Synergy_Loewe=-39.7, Synergy_HSA=-17.1.